This data is from Forward reaction prediction with 1.9M reactions from USPTO patents (1976-2016). The task is: Predict the product of the given reaction. (1) Given the reactants C(OC([N:8]([C:18]1[C:19]2[N:20]([N:29]=[CH:30][N:31]=2)[C:21]([C:24]2[CH:25]=[N:26][NH:27][CH:28]=2)=[CH:22][N:23]=1)[C:9]1[CH:10]=[C:11]([CH:15]=[CH:16][CH:17]=1)[C:12](O)=[O:13])=O)(C)(C)C.[CH2:32]([NH2:34])[CH3:33].C1CN([P+](ON2N=NC3C=CC=CC2=3)(N2CCCC2)N2CCCC2)CC1.F[P-](F)(F)(F)(F)F.Cl, predict the reaction product. The product is: [CH2:32]([NH:34][C:12](=[O:13])[C:11]1[CH:15]=[CH:16][CH:17]=[C:9]([NH:8][C:18]2[C:19]3[N:20]([N:29]=[CH:30][N:31]=3)[C:21]([C:24]3[CH:28]=[N:27][NH:26][CH:25]=3)=[CH:22][N:23]=2)[CH:10]=1)[CH3:33]. (2) Given the reactants C([Li])CCC.C1CCCCC1.C(NC(C)C)(C)C.[CH3:19][C:20]1[CH:21]=[N:22][CH:23]=[CH:24][CH:25]=1.C(NC(C)C)(C)C.[Li].[C:34]([C:36]1[NH:37][CH:38]=[CH:39][CH:40]=1)#[N:35].[Cl-].[Na+], predict the reaction product. The product is: [NH:37]1[CH:38]=[CH:39][CH:40]=[C:36]1[C:34]1[NH:35][C:21]2=[N:22][CH:23]=[CH:24][CH:25]=[C:20]2[CH:19]=1.